From a dataset of Catalyst prediction with 721,799 reactions and 888 catalyst types from USPTO. Predict which catalyst facilitates the given reaction. Reactant: C(O)(=O)C(O)=O.[CH3:7][N:8]1[CH2:13][CH2:12][CH:11]([O:14][CH:15]2[C:24]3[CH:25]=[CH:26][CH:27]=[CH:28][C:23]=3[CH2:22][CH2:21][N:20]3[C:16]2=[N:17][C:18]([CH:29]=[CH2:30])=[CH:19]3)[CH2:10][CH2:9]1. Product: [CH2:29]([C:18]1[N:17]=[C:16]2[N:20]([CH2:21][CH2:22][C:23]3[CH:28]=[CH:27][CH:26]=[CH:25][C:24]=3[CH:15]2[O:14][CH:11]2[CH2:12][CH2:13][N:8]([CH3:7])[CH2:9][CH2:10]2)[CH:19]=1)[CH3:30]. The catalyst class is: 19.